Dataset: M1 muscarinic receptor antagonist screen with 61,756 compounds. Task: Binary Classification. Given a drug SMILES string, predict its activity (active/inactive) in a high-throughput screening assay against a specified biological target. (1) The result is 0 (inactive). The compound is S(=O)(=O)(N1CCC(CC1)C(=O)NCc1cc(OC)ccc1)N1CCCCC1. (2) The result is 0 (inactive). The drug is s\1\c(n(c2ccccc2)c(=O)c1=C\C(OC)=O)=C(/C(=O)N1CCOCC1)C#N. (3) The drug is S(=O)(=O)(Nc1nccc(c1)C)c1cc(OC)c(OC)cc1. The result is 0 (inactive).